Dataset: Full USPTO retrosynthesis dataset with 1.9M reactions from patents (1976-2016). Task: Predict the reactants needed to synthesize the given product. (1) Given the product [Br:15][C:16]1[CH:26]=[CH:25][CH:24]=[C:23]([N:8]2[CH2:7][CH2:6][C:5]3[C:10](=[CH:11][CH:12]=[C:3]([N:2]([CH3:14])[CH3:1])[CH:4]=3)[C:9]2=[O:13])[C:17]=1[CH2:18][O:19][C:20](=[O:22])[CH3:21], predict the reactants needed to synthesize it. The reactants are: [CH3:1][N:2]([CH3:14])[C:3]1[CH:4]=[C:5]2[C:10](=[CH:11][CH:12]=1)[C:9](=[O:13])[NH:8][CH2:7][CH2:6]2.[Br:15][C:16]1[CH:26]=[CH:25][CH:24]=[C:23](Br)[C:17]=1[CH2:18][O:19][C:20](=[O:22])[CH3:21].C(=O)([O-])[O-].[K+].[K+].CS(C)=O. (2) Given the product [CH3:13][C:14]([CH3:18])([CH3:17])[C:15]#[C:16][C:2]1[CH:7]=[C:6]([N+:8]([O-:10])=[O:9])[CH:5]=[C:4]([F:11])[C:3]=1[NH2:12], predict the reactants needed to synthesize it. The reactants are: Br[C:2]1[CH:7]=[C:6]([N+:8]([O-:10])=[O:9])[CH:5]=[C:4]([F:11])[C:3]=1[NH2:12].[CH3:13][C:14]([CH3:18])([CH3:17])[C:15]#[CH:16]. (3) Given the product [Cl:32][C:33]1[CH:38]=[CH:37][CH:36]=[CH:35][C:34]=1[C:2]1[CH:3]=[CH:4][C:5]([CH:8]([CH2:11][C:12]2[CH:13]=[CH:14][C:15]([O:18][CH2:19][CH2:20][O:21][C:22]3[C:23]([Cl:30])=[CH:24][C:25]([CH3:29])=[CH:26][C:27]=3[Cl:28])=[CH:16][CH:17]=2)[C:9]#[N:10])=[CH:6][CH:7]=1, predict the reactants needed to synthesize it. The reactants are: Br[C:2]1[CH:7]=[CH:6][C:5]([CH:8]([CH2:11][C:12]2[CH:17]=[CH:16][C:15]([O:18][CH2:19][CH2:20][O:21][C:22]3[C:27]([Cl:28])=[CH:26][C:25]([CH3:29])=[CH:24][C:23]=3[Cl:30])=[CH:14][CH:13]=2)[C:9]#[N:10])=[C:4](F)[CH:3]=1.[Cl:32][C:33]1[CH:38]=[CH:37][CH:36]=[CH:35][C:34]=1B(O)O.C([O-])([O-])=O.[Na+].[Na+]. (4) Given the product [N+:1]([C:4]1[CH:11]=[CH:10][C:7]([CH2:8][N:17]2[CH2:16][C@H:15]([CH3:19])[NH:14][C@H:13]([CH3:12])[CH2:18]2)=[CH:6][CH:5]=1)([O-:3])=[O:2], predict the reactants needed to synthesize it. The reactants are: [N+:1]([C:4]1[CH:11]=[CH:10][C:7]([CH:8]=O)=[CH:6][CH:5]=1)([O-:3])=[O:2].[CH3:12][C@@H:13]1[CH2:18][NH:17][CH2:16][C@H:15]([CH3:19])[NH:14]1.C(O[BH-](OC(=O)C)OC(=O)C)(=O)C.[Na+]. (5) Given the product [Cl:1][C:2]1[CH:7]=[C:6]([Cl:8])[CH:5]=[CH:4][C:3]=1[C:9]1[N:10]=[C:11]([N:17]2[CH2:22][CH2:21][O:20][CH2:19][CH2:18]2)[S:12][C:13]=1[C:14]1[NH:26][CH:28]=[N:36][N:16]=1, predict the reactants needed to synthesize it. The reactants are: [Cl:1][C:2]1[CH:7]=[C:6]([Cl:8])[CH:5]=[CH:4][C:3]=1[C:9]1[N:10]=[C:11]([N:17]2[CH2:22][CH2:21][O:20][CH2:19][CH2:18]2)[S:12][C:13]=1[C:14]([NH2:16])=O.COC(OC)[N:26]([CH3:28])C.C(O)(=O)C.O.[NH2:36]N. (6) Given the product [C:11]([O:10][C:8]([N:5]1[CH2:4][CH2:3][CH:2]([O:1][C:17]2[CH:18]=[CH:19][C:20]([F:22])=[CH:21][C:16]=2[Cl:15])[CH2:7][CH2:6]1)=[O:9])([CH3:14])([CH3:13])[CH3:12], predict the reactants needed to synthesize it. The reactants are: [OH:1][CH:2]1[CH2:7][CH2:6][N:5]([C:8]([O:10][C:11]([CH3:14])([CH3:13])[CH3:12])=[O:9])[CH2:4][CH2:3]1.[Cl:15][C:16]1[CH:21]=[C:20]([F:22])[CH:19]=[CH:18][C:17]=1O.N(C(OC(C)C)=O)=NC(OC(C)C)=O.C1(P(C2C=CC=CC=2)C2C=CC=CC=2)C=CC=CC=1. (7) Given the product [CH3:13][N:11]1[N:10]=[N:9][C:8]([C:5]2[CH:4]=[CH:3][C:2]([B:14]3[O:18][C:17]([CH3:20])([CH3:19])[C:16]([CH3:22])([CH3:21])[O:15]3)=[CH:7][N:6]=2)=[N:12]1, predict the reactants needed to synthesize it. The reactants are: Br[C:2]1[CH:3]=[CH:4][C:5]([C:8]2[N:9]=[N:10][N:11]([CH3:13])[N:12]=2)=[N:6][CH:7]=1.[B:14]1([B:14]2[O:18][C:17]([CH3:20])([CH3:19])[C:16]([CH3:22])([CH3:21])[O:15]2)[O:18][C:17]([CH3:20])([CH3:19])[C:16]([CH3:22])([CH3:21])[O:15]1.CC([O-])=O.[K+].